This data is from Catalyst prediction with 721,799 reactions and 888 catalyst types from USPTO. The task is: Predict which catalyst facilitates the given reaction. Reactant: Br[CH2:2][CH:3]=[C:4]([CH3:6])[CH3:5].[C:7]1(=[O:17])[NH:11][C:10](=[O:12])[C:9]2=[CH:13][CH:14]=[CH:15][CH:16]=[C:8]12. Product: [CH3:5][C:4]([CH3:6])=[CH:3][CH2:2][N:11]1[C:7](=[O:17])[C:8]2[C:9](=[CH:13][CH:14]=[CH:15][CH:16]=2)[C:10]1=[O:12]. The catalyst class is: 18.